This data is from Full USPTO retrosynthesis dataset with 1.9M reactions from patents (1976-2016). The task is: Predict the reactants needed to synthesize the given product. (1) Given the product [ClH:1].[Cl:1][C:2]1[CH:3]=[CH:4][C:5]([C:8]([F:27])([F:26])[CH2:9][N:10]2[CH2:11][CH2:12][CH:13]([NH:16][C:17]3[C:18]4[CH:25]=[CH:24][NH:23][C:19]=4[N:20]=[CH:21][N:22]=3)[CH2:14][CH2:15]2)=[N:6][CH:7]=1, predict the reactants needed to synthesize it. The reactants are: [Cl:1][C:2]1[CH:3]=[CH:4][C:5]([C:8]([F:27])([F:26])[CH2:9][N:10]2[CH2:15][CH2:14][CH:13]([NH:16][C:17]3[C:18]4[CH:25]=[CH:24][NH:23][C:19]=4[N:20]=[CH:21][N:22]=3)[CH2:12][CH2:11]2)=[N:6][CH:7]=1.Cl.CO. (2) Given the product [CH3:1][O:2][CH:3]([O:16][CH3:17])[CH:4]([CH:11]([O:14][CH3:15])[O:12][CH3:13])[CH2:5][C:6]#[N:27], predict the reactants needed to synthesize it. The reactants are: [CH3:1][O:2][CH:3]([O:16][CH3:17])[CH:4]([CH:11]([O:14][CH3:15])[O:12][CH3:13])[CH2:5][CH2:6]S([O-])(=O)=O.C(OCC)(=O)C.O.CC#[N:27]. (3) Given the product [C:1]1([S:7]([N:10]2[CH2:17][CH2:16][CH2:15][CH:11]2[C:12]([Cl:21])=[O:13])(=[O:9])=[O:8])[CH:6]=[CH:5][CH:4]=[CH:3][CH:2]=1, predict the reactants needed to synthesize it. The reactants are: [C:1]1([S:7]([N:10]2[CH2:17][CH2:16][CH2:15][C@H:11]2[C:12](O)=[O:13])(=[O:9])=[O:8])[CH:6]=[CH:5][CH:4]=[CH:3][CH:2]=1.C(Cl)(=O)C([Cl:21])=O.CN(C)C=O.